From a dataset of Reaction yield outcomes from USPTO patents with 853,638 reactions. Predict the reaction yield, written as a fraction of the theoretical maximum amount of product (1.0 means a 100% yield; for example, 0.34 means a 34% yield). (1) The reactants are CN(C)C=O.C(Cl)(=O)C(Cl)=O.[Cl:12][C:13]1[CH:18]=[CH:17][N:16]=[C:15]([C:19]([OH:21])=[O:20])[CH:14]=1.[CH:22](O)([CH3:24])[CH3:23]. The catalyst is ClCCl.C(=O)(O)[O-].[Na+].O. The product is [CH:22]([O:20][C:19](=[O:21])[C:15]1[CH:14]=[C:13]([Cl:12])[CH:18]=[CH:17][N:16]=1)([CH3:24])[CH3:23]. The yield is 0.870. (2) The reactants are [N:1]1[CH:6]=[CH:5][CH:4]=[C:3]([C:7]2[CH:8]=[C:9]3[C:15]([Sn](C)(C)C)=[N:14][N:13]([CH2:20][O:21][CH2:22][CH2:23][Si:24]([CH3:27])([CH3:26])[CH3:25])[C:10]3=[CH:11][N:12]=2)[CH:2]=1.[Br:28][C:29]1[CH:34]=[CH:33][CH:32]=[C:31](Br)[N:30]=1. No catalyst specified. The product is [Br:28][C:29]1[N:30]=[C:31]([C:15]2[C:9]3[C:10](=[CH:11][N:12]=[C:7]([C:3]4[CH:2]=[N:1][CH:6]=[CH:5][CH:4]=4)[CH:8]=3)[N:13]([CH2:20][O:21][CH2:22][CH2:23][Si:24]([CH3:27])([CH3:26])[CH3:25])[N:14]=2)[CH:32]=[CH:33][CH:34]=1. The yield is 0.670.